Dataset: Full USPTO retrosynthesis dataset with 1.9M reactions from patents (1976-2016). Task: Predict the reactants needed to synthesize the given product. (1) Given the product [CH3:9][C:7]1[O:8][C:4]([C@@H:2]([N:48]2[CH2:49][CH2:50][N:45]([C:43]([C:42]3[CH:41]=[N:40][N:32]4[C:33]([C:36]([F:38])([F:39])[F:37])=[C:34]([CH3:35])[C:29]([C:26]5[CH:25]=[CH:24][C:23]([O:22][CH3:21])=[CH:28][CH:27]=5)=[N:30][C:31]=34)=[O:44])[C@H:46]([CH3:51])[CH2:47]2)[CH3:1])=[C:5]([CH3:10])[N:6]=1, predict the reactants needed to synthesize it. The reactants are: [CH3:1][C@H:2]([C:4]1[O:8][C:7]([CH3:9])=[N:6][C:5]=1[CH3:10])O.CS(Cl)(=O)=O.S([O-])(=O)(=O)C.[CH3:21][O:22][C:23]1[CH:28]=[CH:27][C:26]([C:29]2[C:34]([CH3:35])=[C:33]([C:36]([F:39])([F:38])[F:37])[N:32]3[N:40]=[CH:41][C:42]([C:43]([N:45]4[CH2:50][CH2:49][NH:48][CH2:47][C@H:46]4[CH3:51])=[O:44])=[C:31]3[N:30]=2)=[CH:25][CH:24]=1. (2) Given the product [Br:1][C:2]1[CH:7]=[CH:6][C:5]([NH:8][C:21]2[N:22]([CH3:33])[C:23](=[O:32])[C:24]([CH3:31])=[CH:25][C:26]=2[C:27]([O:29][CH3:30])=[O:28])=[C:4]([F:9])[CH:3]=1, predict the reactants needed to synthesize it. The reactants are: [Br:1][C:2]1[CH:7]=[CH:6][C:5]([NH2:8])=[C:4]([F:9])[CH:3]=1.C[Si]([N-][Si](C)(C)C)(C)C.[Li+].Cl[C:21]1[N:22]([CH3:33])[C:23](=[O:32])[C:24]([CH3:31])=[CH:25][C:26]=1[C:27]([O:29][CH3:30])=[O:28]. (3) Given the product [CH:30]([C:26]1[N:25]=[C:24]([CH2:23][N:18]2[C:19]3[C:15](=[C:14]([NH:13][C:11]([C:8]4[N:5]5[CH:6]=[CH:7][C:2]([O:45][CH2:44][CH2:43][N:37]6[CH2:38][C@@H:39]([CH3:42])[N:40]([CH3:41])[C@@H:35]([CH3:34])[CH2:36]6)=[CH:3][C:4]5=[N:10][CH:9]=4)=[O:12])[CH:22]=[CH:21][CH:20]=3)[C:16]([CH3:33])=[N:17]2)[CH:29]=[CH:28][CH:27]=1)([CH3:32])[CH3:31], predict the reactants needed to synthesize it. The reactants are: Cl[C:2]1[CH:7]=[CH:6][N:5]2[C:8]([C:11]([NH:13][C:14]3[CH:22]=[CH:21][CH:20]=[C:19]4[C:15]=3[C:16]([CH3:33])=[N:17][N:18]4[CH2:23][C:24]3[CH:29]=[CH:28][CH:27]=[C:26]([CH:30]([CH3:32])[CH3:31])[N:25]=3)=[O:12])=[CH:9][N:10]=[C:4]2[CH:3]=1.[CH3:34][C@H:35]1[N:40]([CH3:41])[C@@H:39]([CH3:42])[CH2:38][N:37]([CH2:43][CH2:44][OH:45])[CH2:36]1.[OH-].[K+]. (4) The reactants are: [NH2:1][C:2]1[N:7]=[C:6]([NH:8][C@H:9]([C:11]2[N:16]=[C:15]3[CH:17]=[CH:18][N:19]([CH3:20])[C:14]3=[CH:13][C:12]=2[N:21]2[CH2:26][C@@H:25]3[CH2:27][C@H:22]2[CH2:23][N:24]3C(OC(C)(C)C)=O)[CH3:10])[C:5]([C:35]#[N:36])=[C:4]([CH3:37])[N:3]=1.C(O)(C(F)(F)F)=O.[Cl:45]CCl. Given the product [ClH:45].[C@H:22]12[CH2:27][C@H:25]([NH:24][CH2:23]1)[CH2:26][N:21]2[C:12]1[CH:13]=[C:14]2[N:19]([CH3:20])[CH:18]=[CH:17][C:15]2=[N:16][C:11]=1[C@@H:9]([NH:8][C:6]1[C:5]([C:35]#[N:36])=[C:4]([CH3:37])[N:3]=[C:2]([NH2:1])[N:7]=1)[CH3:10], predict the reactants needed to synthesize it. (5) Given the product [CH2:24]([O:26][C:27](=[O:44])[CH2:28][C:29]1[CH:34]=[CH:33][C:32]([C:2]2[CH:7]=[CH:6][C:5]([C:8]3[O:12][N:11]=[C:10]([CH3:13])[C:9]=3[CH2:14][S:15][CH2:16][CH2:17][C:18]3[CH:23]=[CH:22][CH:21]=[CH:20][CH:19]=3)=[CH:4][CH:3]=2)=[CH:31][CH:30]=1)[CH3:25], predict the reactants needed to synthesize it. The reactants are: Br[C:2]1[CH:7]=[CH:6][C:5]([C:8]2[O:12][N:11]=[C:10]([CH3:13])[C:9]=2[CH2:14][S:15][CH2:16][CH2:17][C:18]2[CH:23]=[CH:22][CH:21]=[CH:20][CH:19]=2)=[CH:4][CH:3]=1.[CH2:24]([O:26][C:27](=[O:44])[CH2:28][C:29]1[CH:34]=[CH:33][C:32](B2OC(C)(C)C(C)(C)O2)=[CH:31][CH:30]=1)[CH3:25]. (6) The reactants are: [NH2:1][C@H:2]([C:13]([NH:15][CH2:16][C:17]1[CH:22]=[CH:21][CH:20]=[CH:19][CH:18]=1)=[O:14])[CH2:3][C:4]1[C:12]2[C:7](=[CH:8][CH:9]=[CH:10][CH:11]=2)[NH:6][CH:5]=1.[NH:23]([C:59]([O:61][C:62]([CH3:65])([CH3:64])[CH3:63])=[O:60])[C@H:24]([C:40]([NH:42][C@H:43]([C:56](O)=[O:57])[CH2:44][CH2:45][CH2:46][CH2:47][NH:48][C:49]([O:51][C:52]([CH3:55])([CH3:54])[CH3:53])=[O:50])=[O:41])[CH2:25][C:26]1[CH:31]=[CH:30][C:29]([O:32][CH2:33][C:34]2[CH:39]=[CH:38][CH:37]=[CH:36][CH:35]=2)=[CH:28][CH:27]=1.C(Cl)CCl.C1C=CC2N(O)N=NC=2C=1. Given the product [NH:23]([C:59]([O:61][C:62]([CH3:65])([CH3:64])[CH3:63])=[O:60])[C@H:24]([C:40]([NH:42][C@H:43]([C:56]([NH:1][C@H:2]([C:13]([NH:15][CH2:16][C:17]1[CH:22]=[CH:21][CH:20]=[CH:19][CH:18]=1)=[O:14])[CH2:3][C:4]1[C:12]2[C:7](=[CH:8][CH:9]=[CH:10][CH:11]=2)[NH:6][CH:5]=1)=[O:57])[CH2:44][CH2:45][CH2:46][CH2:47][NH:48][C:49]([O:51][C:52]([CH3:55])([CH3:54])[CH3:53])=[O:50])=[O:41])[CH2:25][C:26]1[CH:31]=[CH:30][C:29]([O:32][CH2:33][C:34]2[CH:39]=[CH:38][CH:37]=[CH:36][CH:35]=2)=[CH:28][CH:27]=1, predict the reactants needed to synthesize it.